This data is from NCI-60 drug combinations with 297,098 pairs across 59 cell lines. The task is: Regression. Given two drug SMILES strings and cell line genomic features, predict the synergy score measuring deviation from expected non-interaction effect. (1) Drug 1: CCCCCOC(=O)NC1=NC(=O)N(C=C1F)C2C(C(C(O2)C)O)O. Drug 2: CS(=O)(=O)OCCCCOS(=O)(=O)C. Cell line: A549. Synergy scores: CSS=5.67, Synergy_ZIP=-3.07, Synergy_Bliss=-0.975, Synergy_Loewe=-5.51, Synergy_HSA=-0.219. (2) Drug 1: C1CN1C2=NC(=NC(=N2)N3CC3)N4CC4. Drug 2: CC12CCC3C(C1CCC2=O)CC(=C)C4=CC(=O)C=CC34C. Cell line: HCT-15. Synergy scores: CSS=41.9, Synergy_ZIP=9.70, Synergy_Bliss=10.1, Synergy_Loewe=9.19, Synergy_HSA=10.4. (3) Drug 1: CC1=CC2C(CCC3(C2CCC3(C(=O)C)OC(=O)C)C)C4(C1=CC(=O)CC4)C. Drug 2: CC(C)CN1C=NC2=C1C3=CC=CC=C3N=C2N. Cell line: SK-MEL-2. Synergy scores: CSS=-3.86, Synergy_ZIP=1.44, Synergy_Bliss=0.326, Synergy_Loewe=-1.58, Synergy_HSA=-2.23. (4) Drug 1: COC1=C(C=C2C(=C1)N=CN=C2NC3=CC(=C(C=C3)F)Cl)OCCCN4CCOCC4. Cell line: SN12C. Drug 2: C1C(C(OC1N2C=NC3=C(N=C(N=C32)Cl)N)CO)O. Synergy scores: CSS=32.7, Synergy_ZIP=-8.67, Synergy_Bliss=2.22, Synergy_Loewe=3.17, Synergy_HSA=3.92.